Dataset: Full USPTO retrosynthesis dataset with 1.9M reactions from patents (1976-2016). Task: Predict the reactants needed to synthesize the given product. (1) Given the product [F:39][C:23]1[S:22][C:21]([C:18]2[CH:19]=[CH:20][C:15]([C:12]3[CH:13]=[CH:14][C:9]([C:6]4([C:4]([OH:5])=[O:3])[CH2:7][CH2:8]4)=[CH:10][CH:11]=3)=[C:16]([O:40][CH3:41])[CH:17]=2)=[C:25]([NH:26][C:27]([O:29][C@@H:30]([C:32]2[CH:37]=[CH:36][CH:35]=[CH:34][C:33]=2[F:38])[CH3:31])=[O:28])[CH:24]=1, predict the reactants needed to synthesize it. The reactants are: C([O:3][C:4]([C:6]1([C:9]2[CH:14]=[CH:13][C:12]([C:15]3[CH:20]=[CH:19][C:18]([C:21]4[S:22][C:23]([F:39])=[CH:24][C:25]=4[NH:26][C:27]([O:29][C@@H:30]([C:32]4[CH:37]=[CH:36][CH:35]=[CH:34][C:33]=4[F:38])[CH3:31])=[O:28])=[CH:17][C:16]=3[O:40][CH3:41])=[CH:11][CH:10]=2)[CH2:8][CH2:7]1)=[O:5])C.[OH-].[Na+].Cl. (2) Given the product [F:9][CH:8]([F:10])[C:3]1[CH:4]=[CH:5][CH:6]=[CH:7][C:2]=1[S:62][CH2:63][CH:64]1[CH2:69][CH2:68][N:67]([C:70]([O:72][C:73]([CH3:76])([CH3:75])[CH3:74])=[O:71])[CH2:66][CH2:65]1, predict the reactants needed to synthesize it. The reactants are: Br[C:2]1[CH:7]=[CH:6][CH:5]=[CH:4][C:3]=1[CH:8]([F:10])[F:9].C(=O)([O-])[O-].[K+].[K+].CC1(C)C2C(=C(P(C3C=CC=CC=3)C3C=CC=CC=3)C=CC=2)OC2C(P(C3C=CC=CC=3)C3C=CC=CC=3)=CC=CC1=2.C([S:62][CH2:63][CH:64]1[CH2:69][CH2:68][N:67]([C:70]([O:72][C:73]([CH3:76])([CH3:75])[CH3:74])=[O:71])[CH2:66][CH2:65]1)(=O)C.CO. (3) Given the product [Br:14][C:11]1[CH:12]=[C:5]([C:1]([CH3:4])([CH3:2])[CH3:3])[C:6]([OH:13])=[C:7]([CH:10]=1)[CH:8]=[O:9], predict the reactants needed to synthesize it. The reactants are: [C:1]([C:5]1[C:6]([OH:13])=[C:7]([CH:10]=[CH:11][CH:12]=1)[CH:8]=[O:9])([CH3:4])([CH3:3])[CH3:2].[Br:14]Br. (4) Given the product [CH2:7]([O:9][C:10]([C:11]1[C:12]([CH3:14])=[N:5][NH:4][C:3]=1[NH:2][CH3:1])=[O:16])[CH3:8], predict the reactants needed to synthesize it. The reactants are: [CH3:1][NH:2][C:3](=S)[NH:4][NH2:5].[CH2:7]([O:9][C:10](=[O:16])[CH:11](Cl)[C:12]([CH3:14])=O)[CH3:8]. (5) Given the product [NH2:1][C:2]([NH:4][C:5]1[C:6]([C:10]([NH:12][CH2:13][C:14]2[CH:15]=[CH:16][C:17]([O:20][CH3:21])=[CH:18][CH:19]=2)=[O:11])=[N:7][N:8]([C:25]2[CH:26]=[CH:27][N:22]=[C:23]([CH3:31])[CH:24]=2)[CH:9]=1)=[O:3], predict the reactants needed to synthesize it. The reactants are: [NH2:1][C:2]([NH:4][C:5]1[C:6]([C:10]([NH:12][CH2:13][C:14]2[CH:19]=[CH:18][C:17]([O:20][CH3:21])=[CH:16][CH:15]=2)=[O:11])=[N:7][NH:8][CH:9]=1)=[O:3].[N:22]1[CH:27]=[CH:26][C:25](B(O)O)=[CH:24][C:23]=1[CH3:31].N1C=CC=CC=1. (6) The reactants are: C[O:2][C:3](=[O:32])[C:4]1[CH:9]=[CH:8][C:7]([O:10][CH2:11][C:12]2[N:13]=[C:14]([C:25]3[CH:30]=[CH:29][C:28]([F:31])=[CH:27][CH:26]=3)[O:15][C:16]=2[S:17][C:18]2[CH:23]=[CH:22][C:21]([Cl:24])=[CH:20][N:19]=2)=[CH:6][CH:5]=1.[Li+].[OH-].Cl. Given the product [Cl:24][C:21]1[CH:22]=[CH:23][C:18]([S:17][C:16]2[O:15][C:14]([C:25]3[CH:26]=[CH:27][C:28]([F:31])=[CH:29][CH:30]=3)=[N:13][C:12]=2[CH2:11][O:10][C:7]2[CH:6]=[CH:5][C:4]([C:3]([OH:32])=[O:2])=[CH:9][CH:8]=2)=[N:19][CH:20]=1, predict the reactants needed to synthesize it. (7) Given the product [NH:11]1[C:15]2[CH:16]=[CH:17][CH:18]=[CH:19][C:14]=2[N:13]=[C:12]1[C@H:8]([NH:9][C:10]([NH:23][C@H:24]([CH2:27][C:28]1[CH:33]=[CH:32][CH:31]=[CH:30][CH:29]=1)[CH2:25][OH:26])=[O:20])[CH2:7][C:6]1[CH:5]=[CH:4][C:3]([O:2][CH3:1])=[CH:22][CH:21]=1, predict the reactants needed to synthesize it. The reactants are: [CH3:1][O:2][C:3]1[CH:22]=[CH:21][C:6]([CH2:7][C@@H:8]2[C:12]3=[N:13][C:14]4[CH:19]=[CH:18][CH:17]=[CH:16][C:15]=4[N:11]3[C:10](=[O:20])[NH:9]2)=[CH:5][CH:4]=1.[NH2:23][C@H:24]([CH2:27][C:28]1[CH:33]=[CH:32][CH:31]=[CH:30][CH:29]=1)[CH2:25][OH:26].C(O)(C(F)(F)F)=O. (8) Given the product [CH2:16]([O:15][P:14]([CH2:2][C:3]1[CH:8]=[CH:7][C:6]([C:9]([O:11][CH3:12])=[O:10])=[CH:5][C:4]=1[F:13])([O:18][CH2:19][CH3:20])=[O:21])[CH3:17], predict the reactants needed to synthesize it. The reactants are: Br[CH2:2][C:3]1[CH:8]=[CH:7][C:6]([C:9]([O:11][CH3:12])=[O:10])=[CH:5][C:4]=1[F:13].[P:14]([O:21]CC)([O:18][CH2:19][CH3:20])[O:15][CH2:16][CH3:17].